Dataset: Peptide-MHC class I binding affinity with 185,985 pairs from IEDB/IMGT. Task: Regression. Given a peptide amino acid sequence and an MHC pseudo amino acid sequence, predict their binding affinity value. This is MHC class I binding data. (1) The peptide sequence is YIYDGKVNY. The MHC is HLA-A02:19 with pseudo-sequence HLA-A02:19. The binding affinity (normalized) is 0.0847. (2) The peptide sequence is STYAVRITW. The MHC is Mamu-A2201 with pseudo-sequence Mamu-A2201. The binding affinity (normalized) is 0.216. (3) The peptide sequence is FANTEFTLV. The MHC is HLA-A02:01 with pseudo-sequence HLA-A02:01. The binding affinity (normalized) is 0.616. (4) The peptide sequence is QYSPHSFMA. The MHC is HLA-A69:01 with pseudo-sequence HLA-A69:01. The binding affinity (normalized) is 0.0847.